From a dataset of Reaction yield outcomes from USPTO patents with 853,638 reactions. Predict the reaction yield, written as a fraction of the theoretical maximum amount of product (1.0 means a 100% yield; for example, 0.34 means a 34% yield). (1) The reactants are [NH2:1][C:2]1[N:7]=[C:6](Br)[C:5]([C:9]#[N:10])=[C:4]([S:11][CH3:12])[N:3]=1.C([Sn](CCCC)(CCCC)[C:18]1[O:19][CH2:20][CH2:21][CH:22]=1)CCC. The catalyst is O1CCOCC1.Cl[Pd](Cl)([P](C1C=CC=CC=1)(C1C=CC=CC=1)C1C=CC=CC=1)[P](C1C=CC=CC=1)(C1C=CC=CC=1)C1C=CC=CC=1. The product is [NH2:1][C:2]1[N:7]=[C:6]([C:18]2[O:19][CH2:20][CH2:21][CH:22]=2)[C:5]([C:9]#[N:10])=[C:4]([S:11][CH3:12])[N:3]=1. The yield is 0.490. (2) The reactants are [SH:1][C:2]1[CH:7]=[CH:6][CH:5]=[CH:4][N:3]=1.[H-].[Na+].Br[C:11]1[N:16]=[CH:15][C:14]([CH:17]=[O:18])=[CH:13][CH:12]=1.O. The catalyst is CN(C=O)C.CCOC(C)=O. The product is [N:3]1[CH:4]=[CH:5][CH:6]=[CH:7][C:2]=1[S:1][C:11]1[N:16]=[CH:15][C:14]([CH:17]=[O:18])=[CH:13][CH:12]=1. The yield is 0.900. (3) The reactants are [OH-].[Na+].[OH:3][C:4]1([CH3:32])[CH2:9][CH2:8][N:7]([C:10]2[N:15]=[C:14]([C:16]([NH:18][C:19]3[C:20]([CH3:30])=[C:21]([CH:26]=[CH:27][C:28]=3[CH3:29])[C:22]([O:24]C)=[O:23])=[O:17])[C:13]([CH3:31])=[CH:12][CH:11]=2)[CH2:6][CH2:5]1.CO. The catalyst is C1COCC1. The product is [OH:3][C:4]1([CH3:32])[CH2:5][CH2:6][N:7]([C:10]2[N:15]=[C:14]([C:16]([NH:18][C:19]3[C:20]([CH3:30])=[C:21]([CH:26]=[CH:27][C:28]=3[CH3:29])[C:22]([OH:24])=[O:23])=[O:17])[C:13]([CH3:31])=[CH:12][CH:11]=2)[CH2:8][CH2:9]1. The yield is 0.290. (4) The reactants are [Cl:1][C:2]1[CH:7]=[C:6]([F:8])[CH:5]=[CH:4][C:3]=1[OH:9].[H-].[Na+].[CH2:12](Br)[C:13]1[CH:18]=[CH:17][CH:16]=[CH:15][CH:14]=1. The catalyst is O1CCCC1. The product is [CH2:12]([O:9][C:3]1[CH:4]=[CH:5][C:6]([F:8])=[CH:7][C:2]=1[Cl:1])[C:13]1[CH:18]=[CH:17][CH:16]=[CH:15][CH:14]=1. The yield is 0.600.